From a dataset of Catalyst prediction with 721,799 reactions and 888 catalyst types from USPTO. Predict which catalyst facilitates the given reaction. (1) The catalyst class is: 4. Reactant: [CH3:1][O:2][C:3]1[C:11]([O:12][CH3:13])=[CH:10][CH:9]=[CH:8][C:4]=1[C:5]([OH:7])=O.[CH2:14]([NH2:21])[C:15]1[CH:20]=[CH:19][CH:18]=[CH:17][CH:16]=1.CN(C(ON1N=NC2C=CC=NC1=2)=[N+](C)C)C.F[P-](F)(F)(F)(F)F. Product: [CH2:14]([NH:21][C:5](=[O:7])[C:4]1[CH:8]=[CH:9][CH:10]=[C:11]([O:12][CH3:13])[C:3]=1[O:2][CH3:1])[C:15]1[CH:20]=[CH:19][CH:18]=[CH:17][CH:16]=1. (2) Reactant: [Br:1][C:2]1[CH:3]=[N:4][C:5]2[N:6]([CH:8]=[C:9]([C:11]3[CH:12]=[C:13]([CH:15]=[CH:16][C:17]=3[F:18])[NH2:14])[N:10]=2)[CH:7]=1.C(N(CC)CC)C.[S:26](Cl)([CH3:29])(=[O:28])=[O:27].O. Product: [Br:1][C:2]1[CH:3]=[N:4][C:5]2[N:6]([CH:8]=[C:9]([C:11]3[CH:12]=[C:13]([NH:14][S:26]([CH3:29])(=[O:28])=[O:27])[CH:15]=[CH:16][C:17]=3[F:18])[N:10]=2)[CH:7]=1. The catalyst class is: 2. (3) Reactant: [CH2:1]([O:3][C:4]([N:6]1[C:15]2[C:10](=[N:11][C:12]([O:16][CH3:17])=[CH:13][CH:14]=2)[C@@H:9]([NH:18][C:19]2[N:24]=[C:23]([CH2:25][C:26]3[CH:31]=[C:30]([C:32]([F:35])([F:34])[F:33])[CH:29]=[C:28]([C:36]([F:39])([F:38])[F:37])[CH:27]=3)[C:22]([NH:40][CH2:41][CH:42]([CH3:50])[C:43]([O:45]C(C)(C)C)=[O:44])=[CH:21][N:20]=2)[CH2:8][C@H:7]1[CH2:51][CH3:52])=[O:5])[CH3:2]. Product: [CH2:1]([O:3][C:4]([N:6]1[C:15]2[C:10](=[N:11][C:12]([O:16][CH3:17])=[CH:13][CH:14]=2)[C@@H:9]([NH:18][C:19]2[N:24]=[C:23]([CH2:25][C:26]3[CH:31]=[C:30]([C:32]([F:34])([F:35])[F:33])[CH:29]=[C:28]([C:36]([F:37])([F:38])[F:39])[CH:27]=3)[C:22]([NH:40][CH2:41][CH:42]([CH3:50])[C:43]([OH:45])=[O:44])=[CH:21][N:20]=2)[CH2:8][C@H:7]1[CH2:51][CH3:52])=[O:5])[CH3:2]. The catalyst class is: 601. (4) Reactant: CC(N=NC(C#N)(C)C)(C#N)C.[CH3:13][O:14][C:15](=[O:25])[CH2:16][C:17]1[CH:22]=[CH:21][CH:20]=[C:19]([O:23][CH3:24])[CH:18]=1.C1C(=O)N([Br:33])C(=O)C1. Product: [CH3:13][O:14][C:15](=[O:25])[CH:16]([Br:33])[C:17]1[CH:22]=[CH:21][CH:20]=[C:19]([O:23][CH3:24])[CH:18]=1. The catalyst class is: 53. (5) Reactant: Br[CH2:2][CH2:3][O:4][C:5]1[CH:10]=[CH:9][CH:8]=[CH:7][CH:6]=1.[CH:11]1[O:12][CH:13]=[C:14]2[C:19]([CH2:20][C:21]([NH:23][CH:24]3[CH2:29][CH2:28][NH:27][CH2:26][CH2:25]3)=[O:22])=[CH:18][CH:17]=[CH:16][C:15]=12. Product: [CH:11]1[O:12][CH:13]=[C:14]2[C:19]([CH2:20][C:21]([NH:23][CH:24]3[CH2:25][CH2:26][N:27]([CH2:2][CH2:3][O:4][C:5]4[CH:10]=[CH:9][CH:8]=[CH:7][CH:6]=4)[CH2:28][CH2:29]3)=[O:22])=[CH:18][CH:17]=[CH:16][C:15]=12. The catalyst class is: 100.